From a dataset of Full USPTO retrosynthesis dataset with 1.9M reactions from patents (1976-2016). Predict the reactants needed to synthesize the given product. (1) Given the product [Cl:9][C:10]1[CH:11]=[C:12]2[C:16](=[CH:17][CH:18]=1)[N:15]([CH2:19][C:20]([OH:22])=[O:21])[C:14]([CH2:23][OH:7])=[C:13]2[C:24]1[C:33]2[C:28](=[CH:29][C:30]([Cl:34])=[CH:31][CH:32]=2)[N:27]=[CH:26][CH:25]=1, predict the reactants needed to synthesize it. The reactants are: BrN1C(=[O:7])CCC1=O.[Cl:9][C:10]1[CH:11]=[C:12]2[C:16](=[CH:17][CH:18]=1)[N:15]([CH2:19][C:20]([OH:22])=[O:21])[C:14]([CH3:23])=[C:13]2[C:24]1[C:33]2[C:28](=[CH:29][C:30]([Cl:34])=[CH:31][CH:32]=2)[N:27]=[CH:26][CH:25]=1. (2) Given the product [Cl:1][C:2]1[CH:3]=[C:4]([CH2:9][N:10]([CH3:17])[C:11]2[CH2:15][O:14][C:13](=[O:16])[CH:12]=2)[CH:5]=[N:6][C:7]=1[I:27], predict the reactants needed to synthesize it. The reactants are: [Cl:1][C:2]1[CH:3]=[C:4]([CH2:9][N:10]([CH3:17])[C:11]2[CH2:15][O:14][C:13](=[O:16])[CH:12]=2)[CH:5]=[N:6][C:7]=1Cl.C(#N)CC.Cl[Si](C)(C)C.[I-:27].[Na+].